The task is: Predict the reaction yield, written as a fraction of the theoretical maximum amount of product (1.0 means a 100% yield; for example, 0.34 means a 34% yield).. This data is from Reaction yield outcomes from USPTO patents with 853,638 reactions. (1) The reactants are [NH2:1][C:2]1[S:3][C:4]2[CH:10]=[CH:9][CH:8]=[CH:7][C:5]=2[N:6]=1.C(N=C=NCCCN(C)C)C.ON1C2C=CC=CC=2N=N1.[CH3:32][O:33][C:34]1[CH:44]=[CH:43][C:42](/[CH:45]=[CH:46]\[C:47]2[CH:52]=[C:51]([O:53][CH3:54])[C:50]([O:55][CH3:56])=[C:49]([O:57][CH3:58])[CH:48]=2)=[CH:41][C:35]=1[O:36][CH2:37][C:38](O)=[O:39]. The catalyst is ClCCl.O. The product is [S:3]1[C:4]2[CH:10]=[CH:9][CH:8]=[CH:7][C:5]=2[N:6]=[C:2]1[NH:1][C:38](=[O:39])[CH2:37][O:36][C:35]1[CH:41]=[C:42](/[CH:45]=[CH:46]\[C:47]2[CH:52]=[C:51]([O:53][CH3:54])[C:50]([O:55][CH3:56])=[C:49]([O:57][CH3:58])[CH:48]=2)[CH:43]=[CH:44][C:34]=1[O:33][CH3:32]. The yield is 0.800. (2) The reactants are [CH2:1]([O:3][C:4]1[CH:9]=[CH:8][CH:7]=[CH:6][C:5]=1B(O)O)[CH3:2].[F-].[K+].[N+:15]([C:18]1[CH:23]=[C:22]([N+:24]([O-:26])=[O:25])[CH:21]=[CH:20][C:19]=1Br)([O-:17])=[O:16].C(P(C(C)(C)C)C(C)(C)C)(C)(C)C. The catalyst is C1COCC1.C1C=CC(/C=C/C(/C=C/C2C=CC=CC=2)=O)=CC=1.C1C=CC(/C=C/C(/C=C/C2C=CC=CC=2)=O)=CC=1.C1C=CC(/C=C/C(/C=C/C2C=CC=CC=2)=O)=CC=1.[Pd].[Pd]. The product is [CH2:1]([O:3][C:4]1[CH:9]=[CH:8][CH:7]=[CH:6][C:5]=1[C:19]1[CH:20]=[CH:21][C:22]([N+:24]([O-:26])=[O:25])=[CH:23][C:18]=1[N+:15]([O-:17])=[O:16])[CH3:2]. The yield is 0.820. (3) The yield is 0.590. The reactants are Cl[C:2]1[CH:7]=[C:6]([C:8]2[CH:13]=[C:12]([Cl:14])[CH:11]=[CH:10][C:9]=2[Cl:15])[N:5]=[C:4]([NH2:16])[N:3]=1.[Br:17][C:18]1[CH:24]=[CH:23][C:21]([NH2:22])=[CH:20][CH:19]=1.C(OCC)(=O)C. The product is [Br:17][C:18]1[CH:24]=[CH:23][C:21]([NH:22][C:2]2[CH:7]=[C:6]([C:8]3[CH:13]=[C:12]([Cl:14])[CH:11]=[CH:10][C:9]=3[Cl:15])[N:5]=[C:4]([NH2:16])[N:3]=2)=[CH:20][CH:19]=1. The catalyst is C(O)C. (4) The reactants are [C:1]([C:5]1[C:6]([OH:14])=[C:7]([CH:11]=[CH:12][CH:13]=1)[CH:8]=[N:9]O)([CH3:4])([CH3:3])[CH3:2]. The catalyst is CCOC(C)=O.CO.[Pd]. The product is [NH2:9][CH2:8][C:7]1[CH:11]=[CH:12][CH:13]=[C:5]([C:1]([CH3:3])([CH3:2])[CH3:4])[C:6]=1[OH:14]. The yield is 0.230. (5) The reactants are CC(C)([O-])C.[Na+].I[C:8]1[CH:13]=[CH:12][C:11]([C:14]([F:17])([F:16])[F:15])=[CH:10][CH:9]=1.[NH:18]1[CH2:23][CH2:22][CH:21]([CH2:24][NH:25][C:26](=[O:32])[O:27][C:28]([CH3:31])([CH3:30])[CH3:29])[CH2:20][CH2:19]1. The catalyst is C1(C)C=CC=CC=1. The product is [C:28]([O:27][C:26](=[O:32])[NH:25][CH2:24][CH:21]1[CH2:20][CH2:19][N:18]([C:8]2[CH:13]=[CH:12][C:11]([C:14]([F:17])([F:16])[F:15])=[CH:10][CH:9]=2)[CH2:23][CH2:22]1)([CH3:31])([CH3:29])[CH3:30]. The yield is 0.810.